Dataset: Full USPTO retrosynthesis dataset with 1.9M reactions from patents (1976-2016). Task: Predict the reactants needed to synthesize the given product. (1) Given the product [Cl:1][C:2]1[C:3]2[N:4]([C:10]([C@H:12]3[CH2:17][N:16]4[C:18](=[O:22])[O:19][CH:20]([CH3:21])[C@@H:15]4[CH2:14][CH2:13]3)=[N:9][CH:8]=2)[CH:5]=[CH:6][N:7]=1, predict the reactants needed to synthesize it. The reactants are: [Cl:1][C:2]1[C:3]([CH2:8][NH:9][C:10]([C@H:12]2[CH2:17][N:16]3[C:18](=[O:22])[O:19][CH:20]([CH3:21])[C@@H:15]3[CH2:14][CH2:13]2)=O)=[N:4][CH:5]=[CH:6][N:7]=1.O=P(Cl)(Cl)Cl.CN(C=O)C.C(=O)(O)[O-].[Na+]. (2) The reactants are: [CH2:1]([O:8][C:9]([NH:11][CH2:12][CH2:13][CH2:14][C@H:15]([NH:20][C:21]([C:23]1[C:24](=[O:42])[N:25]([CH:29]([C:36]2[CH:41]=[CH:40][CH:39]=[CH:38][CH:37]=2)[C:30]2[CH:35]=[CH:34][CH:33]=[CH:32][CH:31]=2)[CH:26]=[CH:27][CH:28]=1)=[O:22])[C:16]([O:18]C)=[O:17])=[O:10])[C:2]1[CH:7]=[CH:6][CH:5]=[CH:4][CH:3]=1. Given the product [CH2:1]([O:8][C:9]([NH:11][CH2:12][CH2:13][CH2:14][C@H:15]([NH:20][C:21]([C:23]1[C:24](=[O:42])[N:25]([CH:29]([C:30]2[CH:31]=[CH:32][CH:33]=[CH:34][CH:35]=2)[C:36]2[CH:41]=[CH:40][CH:39]=[CH:38][CH:37]=2)[CH:26]=[CH:27][CH:28]=1)=[O:22])[C:16]([OH:18])=[O:17])=[O:10])[C:2]1[CH:7]=[CH:6][CH:5]=[CH:4][CH:3]=1, predict the reactants needed to synthesize it. (3) Given the product [CH3:1][O:2][C:3](=[O:11])[C:4]([C:16]1[CH:17]=[CH:18][C:13]([Br:12])=[CH:14][C:15]=1[N+:20]([O-:22])=[O:21])([C:5]1[CH:6]=[CH:7][CH:8]=[CH:9][CH:10]=1)[CH3:25], predict the reactants needed to synthesize it. The reactants are: [CH3:1][O:2][C:3](=[O:11])[CH2:4][C:5]1[CH:10]=[CH:9][CH:8]=[CH:7][CH:6]=1.[Br:12][C:13]1[CH:18]=[CH:17][C:16](F)=[C:15]([N+:20]([O-:22])=[O:21])[CH:14]=1.[H-].[Na+].[CH3:25]I. (4) Given the product [F:26][C:27]1[CH:28]=[C:29]([CH:30]=[CH:31][C:32]=1[F:33])[O:25][CH2:24][C:21]1[N:22]=[CH:23][C:18]([S:15]([C:4]2[C:3]([O:2][CH3:1])=[CH:14][C:7]3[CH2:8][CH2:9][N:10]([CH3:13])[CH2:11][CH2:12][C:6]=3[CH:5]=2)(=[O:17])=[O:16])=[CH:19][CH:20]=1, predict the reactants needed to synthesize it. The reactants are: [CH3:1][O:2][C:3]1[C:4]([S:15]([C:18]2[CH:19]=[CH:20][C:21]([CH2:24][OH:25])=[N:22][CH:23]=2)(=[O:17])=[O:16])=[CH:5][C:6]2[CH2:12][CH2:11][N:10]([CH3:13])[CH2:9][CH2:8][C:7]=2[CH:14]=1.[F:26][C:27]1[CH:28]=[C:29](O)[CH:30]=[CH:31][C:32]=1[F:33].C1(P(C2C=CC=CC=2)C2C=CC=CC=2)C=CC=CC=1.N(C(OC(C)C)=O)=NC(OC(C)C)=O. (5) The reactants are: [F:1][CH:2]([F:21])[C:3]1[CH:16]=[C:15]([N+:17]([O-])=O)[C:14]([CH3:20])=[CH:13][C:4]=1[O:5][CH2:6][CH2:7][CH2:8][Si:9]([CH3:12])([CH3:11])[CH3:10].[H][H]. Given the product [F:21][CH:2]([F:1])[C:3]1[C:4]([O:5][CH2:6][CH2:7][CH2:8][Si:9]([CH3:10])([CH3:12])[CH3:11])=[CH:13][C:14]([CH3:20])=[C:15]([CH:16]=1)[NH2:17], predict the reactants needed to synthesize it. (6) Given the product [CH3:11][O:10][C:8]1[CH:7]=[CH:6][C:3]2[CH:4]=[C:13]([C:14]#[N:15])[O:1][C:2]=2[CH:9]=1, predict the reactants needed to synthesize it. The reactants are: [OH:1][C:2]1[CH:9]=[C:8]([O:10][CH3:11])[CH:7]=[CH:6][C:3]=1[CH:4]=O.Br[CH2:13][C:14]#[N:15].C(=O)([O-])[O-].[K+].[K+].N12CCCN=C1CCCCC2. (7) Given the product [CH3:1][N:2]1[CH:6]=[C:5]([N+:7]([O-:9])=[O:8])[C:4]([O:10][CH3:20])=[C:3]1[C:11]([O:13][CH2:14][CH3:15])=[O:12], predict the reactants needed to synthesize it. The reactants are: [CH3:1][N:2]1[CH:6]=[C:5]([N+:7]([O-:9])=[O:8])[C:4]([OH:10])=[C:3]1[C:11]([O:13][CH2:14][CH3:15])=[O:12].S(OC)(O[CH3:20])(=O)=O.C(=O)([O-])[O-].[K+].[K+]. (8) The reactants are: Br[CH2:2][CH2:3][CH2:4][CH2:5][CH2:6][CH2:7][C:8]1[C:14]2[CH:15]=[CH:16][C:17]([OH:19])=[CH:18][C:13]=2[CH2:12][CH2:11][CH2:10][C:9]=1[C:20]1[CH:25]=[CH:24][CH:23]=[CH:22][CH:21]=1.[F:26][C:27]([F:41])([F:40])[CH2:28][CH2:29][S:30]([CH2:33][CH2:34][CH2:35][NH:36][CH2:37][CH2:38][OH:39])(=[O:32])=[O:31]. Given the product [OH:39][CH2:38][CH2:37][N:36]([CH2:35][CH2:34][CH2:33][S:30]([CH2:29][CH2:28][C:27]([F:41])([F:26])[F:40])(=[O:31])=[O:32])[CH2:2][CH2:3][CH2:4][CH2:5][CH2:6][CH2:7][C:8]1[C:14]2[CH:15]=[CH:16][C:17]([OH:19])=[CH:18][C:13]=2[CH2:12][CH2:11][CH2:10][C:9]=1[C:20]1[CH:25]=[CH:24][CH:23]=[CH:22][CH:21]=1, predict the reactants needed to synthesize it. (9) The reactants are: [I-].[F:2][C:3]1[CH:24]=[CH:23][C:6]([CH2:7][N:8]2[CH2:13][CH2:12][N:11]([C:14](N3C=C[N+](C)=C3)=[O:15])[CH2:10][C:9]2=[O:22])=[CH:5][CH:4]=1.C(N(CC)CC)C.[N:32]1([C:38]2([CH2:43][NH2:44])[CH2:42][CH2:41][CH2:40][CH2:39]2)[CH2:37][CH2:36][O:35][CH2:34][CH2:33]1.[C:45](OC)(=[O:50])[C:46](OC)=[O:47].[H-].[Na+]. Given the product [F:2][C:3]1[CH:4]=[CH:5][C:6]([CH2:7][N:8]2[CH2:13][CH2:12][N:11]3[C:14](=[O:15])[N:44]([CH2:43][C:38]4([N:32]5[CH2:37][CH2:36][O:35][CH2:34][CH2:33]5)[CH2:42][CH2:41][CH2:40][CH2:39]4)[C:46](=[O:47])[C:45]([OH:50])=[C:10]3[C:9]2=[O:22])=[CH:23][CH:24]=1, predict the reactants needed to synthesize it.